Dataset: Reaction yield outcomes from USPTO patents with 853,638 reactions. Task: Predict the reaction yield, written as a fraction of the theoretical maximum amount of product (1.0 means a 100% yield; for example, 0.34 means a 34% yield). (1) The reactants are [CH3:1][O:2][CH2:3][CH2:4][CH:5]([C:7]1[CH:16]=[CH:15][C:10]([C:11]([O:13]C)=[O:12])=[CH:9][CH:8]=1)[CH3:6].O.[OH-].[Li+].Cl. The catalyst is CO.O. The product is [CH3:1][O:2][CH2:3][CH2:4][CH:5]([C:7]1[CH:8]=[CH:9][C:10]([C:11]([OH:13])=[O:12])=[CH:15][CH:16]=1)[CH3:6]. The yield is 0.900. (2) The reactants are [CH3:1][CH2:2][CH2:3][C:4]1[CH:5]=[CH:6][CH:7]=[CH:8][CH:9]=1.[F:10][C:11]1[CH:16]=[CH:15][C:14]([S:17](Cl)(=[O:19])=[O:18])=[CH:13][CH:12]=1.[Cl-].[Al+3].[Cl-].[Cl-]. No catalyst specified. The product is [F:10][C:11]1[CH:16]=[CH:15][C:14]([S:17]([C:7]2[CH:8]=[CH:9][C:4]([CH2:3][CH2:2][CH3:1])=[CH:5][CH:6]=2)(=[O:19])=[O:18])=[CH:13][CH:12]=1. The yield is 1.00.